Dataset: Forward reaction prediction with 1.9M reactions from USPTO patents (1976-2016). Task: Predict the product of the given reaction. (1) Given the reactants [CH3:1][C:2]1[CH:7]=[CH:6][C:5]([S:8]([N:11]2[C:19]3[C:14](=[CH:15][CH:16]=[CH:17][CH:18]=3)[C:13](B(O)O)=[CH:12]2)(=[O:10])=[O:9])=[CH:4][CH:3]=1.Cl[C:24]1[N:29]=[C:28]([NH2:30])[N:27]=[C:26]([NH:31][CH:32]2[CH2:37][CH2:36][CH2:35][CH2:34][CH2:33]2)[CH:25]=1, predict the reaction product. The product is: [CH:32]1([NH:31][C:26]2[CH:25]=[C:24]([C:13]3[C:14]4[C:19](=[CH:18][CH:17]=[CH:16][CH:15]=4)[N:11]([S:8]([C:5]4[CH:6]=[CH:7][C:2]([CH3:1])=[CH:3][CH:4]=4)(=[O:10])=[O:9])[CH:12]=3)[N:29]=[C:28]([NH2:30])[N:27]=2)[CH2:33][CH2:34][CH2:35][CH2:36][CH2:37]1. (2) Given the reactants Br[C:2]1[N:3]([CH2:21][CH:22]2[O:26][CH2:25][CH2:24][O:23]2)[C:4]2[C:9]([C:10]=1[CH:11]1[CH2:16][CH2:15][CH2:14][CH2:13][CH2:12]1)=[CH:8][CH:7]=[C:6]([C:17]([O:19][CH3:20])=[O:18])[CH:5]=2.C([O-])([O-])=O.[Na+].[Na+].[CH3:33][O:34][C:35]1[CH:40]=[CH:39][C:38](B(O)O)=[C:37]([CH:44]=[O:45])[CH:36]=1, predict the reaction product. The product is: [CH:11]1([C:10]2[C:9]3[C:4](=[CH:5][C:6]([C:17]([O:19][CH3:20])=[O:18])=[CH:7][CH:8]=3)[N:3]([CH2:21][CH:22]3[O:23][CH2:24][CH2:25][O:26]3)[C:2]=2[C:38]2[CH:39]=[CH:40][C:35]([O:34][CH3:33])=[CH:36][C:37]=2[CH:44]=[O:45])[CH2:16][CH2:15][CH2:14][CH2:13][CH2:12]1. (3) Given the reactants [ClH:1].[NH2:2][C@@H:3]([CH3:10])[C:4]([O:6][CH:7]([CH3:9])[CH3:8])=[O:5].[P:11](Cl)(Cl)(=[O:23])[O:12][C:13]1[C:22]2[C:17](=[CH:18][CH:19]=[CH:20][CH:21]=2)[CH:16]=[CH:15][CH:14]=1.C(N(CC)CC)C, predict the reaction product. The product is: [Cl:1][C:14]1[CH:15]=[CH:16][C:17]2[C:22](=[CH:21][CH:20]=[CH:19][CH:18]=2)[C:13]=1[O:12][P:11](=[N:2][C@@H:3]([CH3:10])[C:4]([O:6][CH:7]([CH3:9])[CH3:8])=[O:5])=[O:23]. (4) Given the reactants [C:1]([O:5][C:6](=[O:20])[CH2:7][O:8][C:9]1[CH:14]=[CH:13][C:12]([S:15][C:16](=O)[CH3:17])=[CH:11][C:10]=1[CH3:19])([CH3:4])([CH3:3])[CH3:2].Cl[CH2:22][CH2:23]C#C, predict the reaction product. The product is: [C:1]([O:5][C:6](=[O:20])[CH2:7][O:8][C:9]1[CH:14]=[CH:13][C:12]([S:15][CH2:16][CH2:17][C:22]#[CH:23])=[CH:11][C:10]=1[CH3:19])([CH3:4])([CH3:3])[CH3:2].